From a dataset of Catalyst prediction with 721,799 reactions and 888 catalyst types from USPTO. Predict which catalyst facilitates the given reaction. (1) Reactant: [ClH:1].[P:2]([O-:57])([O-:56])([O:4][C:5](C(C)(C)C)(C(C)(C)C)[C:6]1[CH:11]=[C:10]([N:12](C(OC(C)(C)C)=O)[C:13]([NH2:22])=[N:14]C(OC(C)(C)C)=O)[CH:9]=[C:8]([N:30](C(OC(C)(C)C)=O)[C:31]([NH2:40])=[N:32]C(OC(C)(C)C)=O)[CH:7]=1)=[O:3]. Product: [ClH:1].[ClH:1].[NH:12]([C:10]1[CH:11]=[C:6]([CH:7]=[C:8]([NH:30][C:31]([NH2:40])=[NH:32])[CH:9]=1)[CH2:5][O:4][P:2](=[O:3])([OH:56])[OH:57])[C:13]([NH2:22])=[NH:14]. The catalyst class is: 28. (2) Reactant: Cl.Cl[C:3]1[CH:4]=[CH:5][C:6]([C:10]2[N:11]=[N:12][C:13]([O:16][CH:17]3[CH2:22][C:21]([CH3:24])([CH3:23])[NH:20][C:19]([CH3:26])([CH3:25])[CH2:18]3)=[CH:14][CH:15]=2)=[C:7]([OH:9])[CH:8]=1.C([N:34]1[CH:38]=[C:37](B2OC(C)(C)C(C)(C)O2)[CH:36]=[N:35]1)(OC(C)(C)C)=O.C([O-])([O-])=O.[Cs+].[Cs+].CC(C1C=C(C(C)C)C(C2C=CC=CC=2P(C2CCCCC2)C2CCCCC2)=C(C(C)C)C=1)C. Product: [NH:34]1[CH:38]=[C:37]([C:3]2[CH:4]=[CH:5][C:6]([C:10]3[N:11]=[N:12][C:13]([O:16][CH:17]4[CH2:18][C:19]([CH3:25])([CH3:26])[NH:20][C:21]([CH3:23])([CH3:24])[CH2:22]4)=[CH:14][CH:15]=3)=[C:7]([OH:9])[CH:8]=2)[CH:36]=[N:35]1. The catalyst class is: 552. (3) The catalyst class is: 2. Reactant: [CH:1]1([C:4]2[CH:5]=[N:6][C:7]([N:10]3[CH2:15][CH2:14][CH:13]([C:16]4([CH3:31])[CH2:20][C:19]5[CH:21]=[C:22]([C:25]6[CH2:26][CH2:27][NH:28][CH2:29][CH:30]=6)[CH:23]=[CH:24][C:18]=5[O:17]4)[CH2:12][CH2:11]3)=[N:8][CH:9]=2)[CH2:3][CH2:2]1.C(N(CC)CC)C.Cl[S:40]([CH2:43][CH2:44][CH2:45][C:46]([O:48][CH3:49])=[O:47])(=[O:42])=[O:41]. Product: [CH:1]1([C:4]2[CH:5]=[N:6][C:7]([N:10]3[CH2:15][CH2:14][CH:13]([C:16]4([CH3:31])[CH2:20][C:19]5[CH:21]=[C:22]([C:25]6[CH2:26][CH2:27][N:28]([S:40]([CH2:43][CH2:44][CH2:45][C:46]([O:48][CH3:49])=[O:47])(=[O:42])=[O:41])[CH2:29][CH:30]=6)[CH:23]=[CH:24][C:18]=5[O:17]4)[CH2:12][CH2:11]3)=[N:8][CH:9]=2)[CH2:2][CH2:3]1. (4) Reactant: C([O:8][C:9]1[CH:14]=[CH:13][C:12]([CH:15]([OH:32])[CH2:16][N:17](CC2C=CC=CC=2)CC2C=CC=CC=2)=[CH:11][C:10]=1[NH:33][S:34]([CH3:37])(=[O:36])=[O:35])C1C=CC=CC=1. Product: [NH2:17][CH2:16][CH:15]([C:12]1[CH:13]=[CH:14][C:9]([OH:8])=[C:10]([NH:33][S:34]([CH3:37])(=[O:36])=[O:35])[CH:11]=1)[OH:32]. The catalyst class is: 19.